Task: Predict the product of the given reaction.. Dataset: Forward reaction prediction with 1.9M reactions from USPTO patents (1976-2016) (1) Given the reactants [NH2:1][C:2]1[CH:3]=[C:4]2[C:8](=[CH:9][CH:10]=1)[N:7]([CH2:11][CH:12]([CH3:14])[CH3:13])[C:6](=[O:15])[CH2:5]2.[CH3:16][O:17][C:18]([C@@H:20]1[O:22][CH2:21]1)=[O:19].FC(F)(F)S([O-])(=O)=O.[Li+], predict the reaction product. The product is: [CH3:16][O:17][C:18](=[O:19])[C@H:20]([OH:22])[CH2:21][NH:1][C:2]1[CH:3]=[C:4]2[C:8](=[CH:9][CH:10]=1)[N:7]([CH2:11][CH:12]([CH3:13])[CH3:14])[C:6](=[O:15])[CH2:5]2. (2) Given the reactants Br[C:2]1[CH:3]=[C:4]([N:8]([CH3:22])[S:9]([C:12]2[CH:17]=[CH:16][C:15]([C:18]([F:21])([F:20])[F:19])=[CH:14][CH:13]=2)(=[O:11])=[O:10])[CH:5]=[N:6][CH:7]=1.CC1(C)C(C)(C)OB([C:31]2[CH:43]=[CH:42][C:34]3[N:35]=[C:36]([NH:38][C:39](=[O:41])[CH3:40])[S:37][C:33]=3[CH:32]=2)O1.C(=O)([O-])[O-].[Na+].[Na+], predict the reaction product. The product is: [CH3:22][N:8]([C:4]1[CH:3]=[C:2]([C:31]2[CH:43]=[CH:42][C:34]3[N:35]=[C:36]([NH:38][C:39](=[O:41])[CH3:40])[S:37][C:33]=3[CH:32]=2)[CH:7]=[N:6][CH:5]=1)[S:9]([C:12]1[CH:17]=[CH:16][C:15]([C:18]([F:21])([F:20])[F:19])=[CH:14][CH:13]=1)(=[O:11])=[O:10].